From a dataset of Reaction yield outcomes from USPTO patents with 853,638 reactions. Predict the reaction yield, written as a fraction of the theoretical maximum amount of product (1.0 means a 100% yield; for example, 0.34 means a 34% yield). (1) The reactants are I[C:2]1[CH:7]=[CH:6][C:5]([N:8]([CH3:14])[CH2:9][CH2:10][N:11]([CH3:13])[CH3:12])=[CH:4][CH:3]=1.[B:15]1([B:15]2[O:19][C:18]([CH3:21])([CH3:20])[C:17]([CH3:23])([CH3:22])[O:16]2)[O:19][C:18]([CH3:21])([CH3:20])[C:17]([CH3:23])([CH3:22])[O:16]1.CC([O-])=O.[K+]. The catalyst is CS(C)=O. The product is [CH3:12][N:11]([CH3:13])[CH2:10][CH2:9][N:8]([CH3:14])[C:5]1[CH:6]=[CH:7][C:2]([B:15]2[O:19][C:18]([CH3:21])([CH3:20])[C:17]([CH3:23])([CH3:22])[O:16]2)=[CH:3][CH:4]=1. The yield is 0.340. (2) The reactants are C([Si](C)(C)[O:6][CH2:7][CH2:8][N:9]([CH2:36][CH3:37])[CH2:10][CH2:11][CH2:12][CH2:13][O:14][C:15]1[CH:35]=[CH:34][C:18]2[C:19]([C:22]3[CH:27]=[CH:26][C:25]([N:28]4[CH2:33][CH2:32][CH2:31][CH2:30][CH2:29]4)=[CH:24][CH:23]=3)=[N:20][S:21][C:17]=2[CH:16]=1)(C)(C)C.CCCC[N+](CCCC)(CCCC)CCCC.[F-]. The catalyst is C1COCC1. The product is [CH2:36]([N:9]([CH2:10][CH2:11][CH2:12][CH2:13][O:14][C:15]1[CH:35]=[CH:34][C:18]2[C:19]([C:22]3[CH:23]=[CH:24][C:25]([N:28]4[CH2:33][CH2:32][CH2:31][CH2:30][CH2:29]4)=[CH:26][CH:27]=3)=[N:20][S:21][C:17]=2[CH:16]=1)[CH2:8][CH2:7][OH:6])[CH3:37]. The yield is 0.830.